This data is from Aqueous solubility values for 9,982 compounds from the AqSolDB database. The task is: Regression/Classification. Given a drug SMILES string, predict its absorption, distribution, metabolism, or excretion properties. Task type varies by dataset: regression for continuous measurements (e.g., permeability, clearance, half-life) or binary classification for categorical outcomes (e.g., BBB penetration, CYP inhibition). For this dataset (solubility_aqsoldb), we predict Y. (1) The compound is O=[N+]([O-])c1cccc([N+](=O)[O-])c1. The Y is -2.50 log mol/L. (2) The drug is CC1=CCCC2(C)C(OC=O)C(C)CCC12C. The Y is -5.03 log mol/L. (3) The compound is C=CCOC(=O)CCC1CCCCC1. The Y is -4.06 log mol/L. (4) The molecule is C=CCc1ccccc1OCC(O)CNC(C)C. The Y is -2.88 log mol/L. (5) The molecule is CC12C=CC(=O)C=C1CCC1C2CCC2(C)C(=O)CCC12. The Y is -2.82 log mol/L. (6) The compound is O=Cc1ccco1. The Y is -0.0962 log mol/L.